This data is from Catalyst prediction with 721,799 reactions and 888 catalyst types from USPTO. The task is: Predict which catalyst facilitates the given reaction. (1) Reactant: Br[C:2]1[C:3](=[O:12])[CH2:4][CH2:5][C:6]=1[O:7][CH2:8][CH:9]([CH3:11])[CH3:10].F[C:14]1C=CC(B(O)O)=CC=1.COC1C=CC=C(OC)[C:30]=1[C:31]1[CH:32]=[CH:33][CH:34]=[CH:35][C:36]=1P(C1CCCCC1)C1CCCCC1.[O-]P([O-])([O-])=O.[K+].[K+].[K+]. Product: [CH3:14][C:33]1[CH:34]=[CH:35][CH:36]=[C:31]([CH3:30])[C:32]=1[C:2]1[C:3](=[O:12])[CH2:4][CH2:5][C:6]=1[O:7][CH2:8][CH:9]([CH3:11])[CH3:10]. The catalyst class is: 318. (2) Reactant: [CH2:1]([O:8][C@H:9]1[C@H:16]([OH:17])[C@@H:15]([CH2:18][O:19][S:20]([C:23]2[CH:28]=[CH:27][C:26]([CH3:29])=[CH:25][CH:24]=2)(=[O:22])=[O:21])[O:14][CH:11]([O:12][CH3:13])[CH2:10]1)[C:2]1[CH:7]=[CH:6][CH:5]=[CH:4][CH:3]=1.C(N(CC)CC)C.[C:37](Cl)(=[O:44])[C:38]1[CH:43]=[CH:42][CH:41]=[CH:40][CH:39]=1.O. The catalyst class is: 172. Product: [C:37]([O:17][C@@H:16]1[C@@H:15]([CH2:18][O:19][S:20]([C:23]2[CH:28]=[CH:27][C:26]([CH3:29])=[CH:25][CH:24]=2)(=[O:22])=[O:21])[O:14][CH:11]([O:12][CH3:13])[CH2:10][C@H:9]1[O:8][CH2:1][C:2]1[CH:3]=[CH:4][CH:5]=[CH:6][CH:7]=1)(=[O:44])[C:38]1[CH:43]=[CH:42][CH:41]=[CH:40][CH:39]=1.